This data is from Catalyst prediction with 721,799 reactions and 888 catalyst types from USPTO. The task is: Predict which catalyst facilitates the given reaction. Reactant: [O:1]1[CH2:5][CH2:4][C@@H:3]([NH:6][C@H:7]2[CH2:11][CH2:10][N:9]([C:12]([O:14][C:15]([CH3:18])([CH3:17])[CH3:16])=[O:13])[CH2:8]2)[CH2:2]1.[F:19][C:20]([F:30])([F:29])[C:21]1[CH:28]=[CH:27][CH:26]=[CH:25][C:22]=1[CH2:23]Br.C(=O)([O-])[O-].[K+].[K+]. Product: [O:1]1[CH2:5][CH2:4][C@@H:3]([N:6]([CH2:23][C:22]2[CH:25]=[CH:26][CH:27]=[CH:28][C:21]=2[C:20]([F:19])([F:29])[F:30])[C@H:7]2[CH2:11][CH2:10][N:9]([C:12]([O:14][C:15]([CH3:18])([CH3:17])[CH3:16])=[O:13])[CH2:8]2)[CH2:2]1. The catalyst class is: 10.